From a dataset of SARS-CoV-2 main protease (3CLPro) crystallographic fragment screen with 879 compounds. Binary Classification. Given a drug SMILES string, predict its activity (active/inactive) in a high-throughput screening assay against a specified biological target. (1) The result is 0 (inactive). The compound is CCNC(=O)N1CCN(C(C)=O)CC1. (2) The drug is C[C@H](O)CNCc1ccc2c(c1)OCO2. The result is 0 (inactive). (3) The molecule is Nc1ncccn1. The result is 0 (inactive).